This data is from Full USPTO retrosynthesis dataset with 1.9M reactions from patents (1976-2016). The task is: Predict the reactants needed to synthesize the given product. (1) Given the product [NH2:30][C:17]1[C:18]2[N:19]([N:21]=[C:22]([C:24]3[O:25][C:26]([Br:29])=[CH:27][CH:28]=3)[N:23]=2)[CH:20]=[C:15]([C:13]([N:1]2[CH2:6][CH2:5][CH2:4][CH2:3][CH2:2]2)=[O:14])[CH:16]=1, predict the reactants needed to synthesize it. The reactants are: [NH:1]1[CH2:6][CH2:5][CH2:4][CH2:3][CH2:2]1.C[Al](C)C.CO[C:13]([C:15]1[CH:16]=[C:17]([NH2:30])[C:18]2[N:19]([N:21]=[C:22]([C:24]3[O:25][C:26]([Br:29])=[CH:27][CH:28]=3)[N:23]=2)[CH:20]=1)=[O:14]. (2) Given the product [Br:24][CH2:20][C:27]1[C:26]([I:25])=[CH:35][C:34]2[C:29](=[CH:30][CH:31]=[CH:32][CH:33]=2)[CH:28]=1, predict the reactants needed to synthesize it. The reactants are: C1(P(C2C=CC=CC=2)C2C=CC=CC=2)C=CC=CC=1.[C:20]([Br:24])(Br)(Br)Br.[I:25][C:26]1[C:27](CO)=[CH:28][C:29]2[C:34]([CH:35]=1)=[CH:33][CH:32]=[CH:31][CH:30]=2. (3) Given the product [OH:22][C:8]1([CH2:7][C:6]([OH:23])=[O:5])[CH2:13][CH:12]2[CH2:14][CH2:15][CH:9]1[CH:10]=[C:11]2[C:16]1[CH:21]=[CH:20][CH:19]=[CH:18][CH:17]=1, predict the reactants needed to synthesize it. The reactants are: C([O:5][C:6](=[O:23])[CH2:7][C:8]1([OH:22])[CH2:13][CH:12]2[CH2:14][CH2:15][CH:9]1[CH:10]=[C:11]2[C:16]1[CH:21]=[CH:20][CH:19]=[CH:18][CH:17]=1)(C)(C)C.O[Li].O.O.CO. (4) Given the product [ClH:1].[Cl:1][C:2]1[CH:11]=[CH:10][CH:9]=[C:8]2[C:3]=1[CH:4]=[CH:5][C:6](=[O:39])[N:7]2[CH2:12][CH2:13][N:14]1[CH2:19][CH2:18][CH:17]([NH:20][CH2:28][C:29]2[CH:38]=[CH:37][C:32]3[O:33][CH2:34][CH2:35][O:36][C:31]=3[CH:30]=2)[CH2:16][CH2:15]1, predict the reactants needed to synthesize it. The reactants are: [Cl:1][C:2]1[CH:11]=[CH:10][CH:9]=[C:8]2[C:3]=1[CH:4]=[CH:5][C:6](=[O:39])[N:7]2[CH2:12][CH2:13][N:14]1[CH2:19][CH2:18][CH:17]([N:20]([CH2:28][C:29]2[CH:38]=[CH:37][C:32]3[O:33][CH2:34][CH2:35][O:36][C:31]=3[CH:30]=2)C(=O)OC(C)(C)C)[CH2:16][CH2:15]1.Cl.O1CCOCC1.